Dataset: NCI-60 drug combinations with 297,098 pairs across 59 cell lines. Task: Regression. Given two drug SMILES strings and cell line genomic features, predict the synergy score measuring deviation from expected non-interaction effect. (1) Drug 1: C1CC(=O)NC(=O)C1N2CC3=C(C2=O)C=CC=C3N. Drug 2: CC1C(C(CC(O1)OC2CC(CC3=C2C(=C4C(=C3O)C(=O)C5=C(C4=O)C(=CC=C5)OC)O)(C(=O)CO)O)N)O.Cl. Cell line: IGROV1. Synergy scores: CSS=36.4, Synergy_ZIP=2.36, Synergy_Bliss=-2.10, Synergy_Loewe=-18.6, Synergy_HSA=-2.72. (2) Drug 1: CCC1(CC2CC(C3=C(CCN(C2)C1)C4=CC=CC=C4N3)(C5=C(C=C6C(=C5)C78CCN9C7C(C=CC9)(C(C(C8N6C=O)(C(=O)OC)O)OC(=O)C)CC)OC)C(=O)OC)O.OS(=O)(=O)O. Drug 2: CCC1(CC2CC(C3=C(CCN(C2)C1)C4=CC=CC=C4N3)(C5=C(C=C6C(=C5)C78CCN9C7C(C=CC9)(C(C(C8N6C)(C(=O)OC)O)OC(=O)C)CC)OC)C(=O)OC)O.OS(=O)(=O)O. Cell line: SNB-75. Synergy scores: CSS=10.3, Synergy_ZIP=-0.586, Synergy_Bliss=4.82, Synergy_Loewe=0.0602, Synergy_HSA=2.58. (3) Drug 1: C(CN)CNCCSP(=O)(O)O. Drug 2: B(C(CC(C)C)NC(=O)C(CC1=CC=CC=C1)NC(=O)C2=NC=CN=C2)(O)O. Cell line: RXF 393. Synergy scores: CSS=21.5, Synergy_ZIP=0.477, Synergy_Bliss=0.0808, Synergy_Loewe=-34.6, Synergy_HSA=-2.05.